From a dataset of Forward reaction prediction with 1.9M reactions from USPTO patents (1976-2016). Predict the product of the given reaction. (1) Given the reactants [CH3:1][C:2]1[N:7]=[C:6]([NH:8][CH:9]2[CH2:14][CH2:13][CH2:12][NH:11][CH2:10]2)[C:5]([C:15]2[N:16]=[C:17]3[CH:23]=[CH:22][N:21]([CH2:24][O:25][CH2:26][CH2:27][Si:28]([CH3:31])([CH3:30])[CH3:29])[C:18]3=[N:19][CH:20]=2)=[CH:4][CH:3]=1.[C:32](OC(=O)C)(=[O:34])[CH3:33], predict the reaction product. The product is: [CH3:1][C:2]1[N:7]=[C:6]([NH:8][CH:9]2[CH2:14][CH2:13][CH2:12][N:11]([C:32](=[O:34])[CH3:33])[CH2:10]2)[C:5]([C:15]2[N:16]=[C:17]3[CH:23]=[CH:22][N:21]([CH2:24][O:25][CH2:26][CH2:27][Si:28]([CH3:30])([CH3:29])[CH3:31])[C:18]3=[N:19][CH:20]=2)=[CH:4][CH:3]=1. (2) Given the reactants Cl[C:2]1[N:7]=[C:6]([NH:8][C@H:9]2[C@H:14]3[CH2:15][C@H:11]([CH:12]=[CH:13]3)[C@H:10]2[C:16]([NH2:18])=[O:17])[C:5]([Cl:19])=[CH:4][N:3]=1.[NH2:20][C:21]1[C:22]([O:34][CH3:35])=[CH:23][C:24]2[N:30]([CH3:31])[C:29](=[O:32])[O:28][CH2:27][CH2:26][C:25]=2[CH:33]=1, predict the reaction product. The product is: [Cl:19][C:5]1[C:6]([NH:8][C@H:9]2[C@H:14]3[CH2:15][C@H:11]([CH:12]=[CH:13]3)[C@H:10]2[C:16]([NH2:18])=[O:17])=[N:7][C:2]([NH:20][C:21]2[C:22]([O:34][CH3:35])=[CH:23][C:24]3[N:30]([CH3:31])[C:29](=[O:32])[O:28][CH2:27][CH2:26][C:25]=3[CH:33]=2)=[N:3][CH:4]=1. (3) Given the reactants C([O:5][C:6](=O)[NH:7][C:8]1([C:12]2[CH:17]=[CH:16][C:15]([C:18]3[C:27]([C:28]4[CH:33]=[CH:32][CH:31]=[CH:30][CH:29]=4)=[CH:26][C:25]4[C:24](=O)[C:23](=[CH:35]N(C)C)[C:22]([CH3:40])([CH3:39])[CH2:21][C:20]=4[N:19]=3)=[CH:14][CH:13]=2)[CH2:11][CH2:10][CH2:9]1)(C)(C)C.[OH2:42].[NH2:43][NH2:44], predict the reaction product. The product is: [C:8]([O:42][C:6](=[O:5])[NH:7][C:8]1([C:12]2[CH:17]=[CH:16][C:15]([C:18]3[C:27]([C:28]4[CH:29]=[CH:30][CH:31]=[CH:32][CH:33]=4)=[CH:26][C:25]4[C:24]5=[N:43][NH:44][CH:35]=[C:23]5[C:22]([CH3:39])([CH3:40])[CH2:21][C:20]=4[N:19]=3)=[CH:14][CH:13]=2)[CH2:9][CH2:10][CH2:11]1)([CH3:12])([CH3:11])[CH3:9]. (4) Given the reactants [C:1]([C:5]1[NH:6][C:7]2[C:12]([C:13]=1[CH2:14][CH:15](OC)[O:16]C)=[CH:11][CH:10]=[C:9]([N+:20]([O-:22])=[O:21])[CH:8]=2)([CH3:4])([CH3:3])[CH3:2].FC(F)(F)C(O)=O.C(=O)(O)[O-].[Na+], predict the reaction product. The product is: [C:1]([C:5]1[NH:6][C:7]2[C:12]([C:13]=1[CH2:14][CH:15]=[O:16])=[CH:11][CH:10]=[C:9]([N+:20]([O-:22])=[O:21])[CH:8]=2)([CH3:4])([CH3:2])[CH3:3]. (5) Given the reactants [Cl:1][C:2]1[CH:7]=[CH:6][C:5]([S:8](Cl)(=[O:10])=[O:9])=[CH:4][C:3]=1[N+:12]([O-:14])=[O:13].[NH:15]1[CH2:21][CH2:20][CH2:19][CH2:18][C:17]2[CH:22]=[CH:23][CH:24]=[CH:25][C:16]1=2.C(N(C(C)C)CC)(C)C.O, predict the reaction product. The product is: [N+:12]([C:3]1[CH:4]=[C:5]([S:8]([N:15]2[CH2:21][CH2:20][CH2:19][CH2:18][C:17]3[CH:22]=[CH:23][CH:24]=[CH:25][C:16]2=3)(=[O:10])=[O:9])[CH:6]=[CH:7][C:2]=1[Cl:1])([O-:14])=[O:13].